This data is from Forward reaction prediction with 1.9M reactions from USPTO patents (1976-2016). The task is: Predict the product of the given reaction. (1) Given the reactants Cl.[F:2][C:3]1[CH:8]=[C:7]([F:9])[CH:6]=[CH:5][C:4]=1[NH:10][NH2:11].C(=O)([O-])[O-].[K+].[K+].C([O:20][CH:21]=[C:22]([C:28](OCC)=O)[C:23]([O:25][CH2:26][CH3:27])=[O:24])C, predict the reaction product. The product is: [F:2][C:3]1[CH:8]=[C:7]([F:9])[CH:6]=[CH:5][C:4]=1[N:10]1[C:21](=[O:20])[C:22]([C:23]([O:25][CH2:26][CH3:27])=[O:24])=[CH:28][NH:11]1. (2) Given the reactants [Cl:1][C:2]1[C:3]([C:9]2[CH:14]=[CH:13][CH:12]=[C:11]([NH:15][CH2:16][C:17]3([CH3:23])[CH2:22][CH2:21][O:20][CH2:19][CH2:18]3)[N:10]=2)=[CH:4][C:5](F)=[N:6][CH:7]=1.[OH-].[NH4+:25], predict the reaction product. The product is: [Cl:1][C:2]1[C:3]([C:9]2[CH:14]=[CH:13][CH:12]=[C:11]([NH:15][CH2:16][C:17]3([CH3:23])[CH2:22][CH2:21][O:20][CH2:19][CH2:18]3)[N:10]=2)=[CH:4][C:5]([NH2:25])=[N:6][CH:7]=1. (3) The product is: [C:2]1([C:21]2[CH:26]=[CH:25][CH:24]=[CH:23][CH:22]=2)[CH:7]=[CH:6][CH:5]=[CH:4][C:3]=1[NH:8][C:9](=[O:20])[O:10][CH:11]1[CH2:17][CH:16]2[N:18]([CH3:19])[CH:13]([CH2:14][CH2:15]2)[CH2:12]1. Given the reactants Br[C:2]1[CH:7]=[CH:6][CH:5]=[CH:4][C:3]=1[NH:8][C:9](=[O:20])[O:10][CH:11]1[CH2:17][CH:16]2[N:18]([CH3:19])[CH:13]([CH2:14][CH2:15]2)[CH2:12]1.[C:21]1(B(O)O)[CH:26]=[CH:25][CH:24]=[CH:23][CH:22]=1.C([O-])([O-])=O.[K+].[K+], predict the reaction product.